From a dataset of M1 muscarinic receptor antagonist screen with 61,756 compounds. Binary Classification. Given a drug SMILES string, predict its activity (active/inactive) in a high-throughput screening assay against a specified biological target. (1) The compound is Brc1ccc(NC(=O)Nc2cc3OCOc3cc2)nc1. The result is 0 (inactive). (2) The compound is S(CC(=O)c1cc2OCOc2cc1)c1[nH]c2c(n1)cccc2. The result is 0 (inactive). (3) The result is 0 (inactive). The drug is O(C(=O)C=1C(NC(=O)NC1C)c1ccccc1)Cc1cc2OCOc2cc1. (4) The drug is s1c(NC(=O)CCC(=O)N2CCN(CC2)CCOc2ccc(cc2)C)nnc1C. The result is 0 (inactive).